From a dataset of Forward reaction prediction with 1.9M reactions from USPTO patents (1976-2016). Predict the product of the given reaction. (1) The product is: [Br:1][C:2]1[CH:3]=[C:4]([S:9]([NH:12][C:13]2[CH:14]=[N:15][CH:16]=[C:17]([Cl:20])[C:18]=2[OH:19])(=[O:11])=[O:10])[CH:5]=[N:6][C:7]=1[O:22][CH3:21]. Given the reactants [Br:1][C:2]1[CH:3]=[C:4]([S:9]([NH:12][C:13]2[CH:14]=[N:15][CH:16]=[C:17]([Cl:20])[C:18]=2[OH:19])(=[O:11])=[O:10])[CH:5]=[N:6][C:7]=1Cl.[CH3:21][OH:22], predict the reaction product. (2) Given the reactants [CH:1]1([CH2:7][S:8][C:9]2[CH:10]=[CH:11][C:12]([OH:17])=[C:13]([CH:16]=2)[CH:14]=[O:15])[CH2:6][CH2:5][CH2:4][CH2:3][CH2:2]1.[C:18](#[N:20])[CH3:19], predict the reaction product. The product is: [CH:1]1([CH2:7][S:8][C:9]2[CH:10]=[CH:11][C:12]([OH:17])=[C:13]([CH:14]([OH:15])[CH2:19][C:18]#[N:20])[CH:16]=2)[CH2:2][CH2:3][CH2:4][CH2:5][CH2:6]1. (3) The product is: [C:44]([O:27][C:24](=[O:23])[CH2:25][NH:26][C:2]1[N:3]=[C:4]([NH:18][CH3:19])[C:5]2[N:6]=[C:7]([NH:14][CH2:15][CH2:16][CH3:17])[N:8]=[C:9]([NH:12][CH3:13])[C:10]=2[N:11]=1)([CH3:43])([CH3:45])[CH3:28]. Given the reactants Cl[C:2]1[N:3]=[C:4]([NH:18][CH3:19])[C:5]2[N:6]=[C:7]([NH:14][CH2:15][CH2:16][CH3:17])[N:8]=[C:9]([NH:12][CH3:13])[C:10]=2[N:11]=1.Cl.C([O:23][C:24](=[O:27])[CH2:25][NH2:26])C.[CH:28](N(CC)C(C)C)(C)C.C([O-])(O)=O.[Na+].C(O)[CH2:43][CH2:44][CH3:45], predict the reaction product. (4) Given the reactants [CH3:1][O:2][CH2:3][C@H:4]([CH3:24])[O:5][C:6]1[CH:7]=[C:8]([CH:12]=[C:13]([O:15][C:16]2[CH:21]=[CH:20][C:19]([O:22][CH3:23])=[CH:18][CH:17]=2)[CH:14]=1)[C:9]([OH:11])=O.[CH2:25]([O:27][C:28](=[O:37])[CH2:29][S:30][C:31]1[S:35][C:34]([NH2:36])=[N:33][CH:32]=1)[CH3:26], predict the reaction product. The product is: [CH2:25]([O:27][C:28](=[O:37])[CH2:29][S:30][C:31]1[S:35][C:34]([NH:36][C:9](=[O:11])[C:8]2[CH:12]=[C:13]([O:15][C:16]3[CH:21]=[CH:20][C:19]([O:22][CH3:23])=[CH:18][CH:17]=3)[CH:14]=[C:6]([O:5][C@@H:4]([CH3:24])[CH2:3][O:2][CH3:1])[CH:7]=2)=[N:33][CH:32]=1)[CH3:26].